From a dataset of Catalyst prediction with 721,799 reactions and 888 catalyst types from USPTO. Predict which catalyst facilitates the given reaction. (1) Reactant: [CH3:1][C:2]1[CH:7]=[CH:6][C:5]([C:8]#[C:9][Si](C)(C)C)=[CH:4][N:3]=1.CCCC[N+](CCCC)(CCCC)CCCC.[F-]. Product: [CH3:1][C:2]1[CH:7]=[CH:6][C:5]([C:8]#[CH:9])=[CH:4][N:3]=1. The catalyst class is: 1. (2) Reactant: B(F)(F)F.CCOCC.[CH3:10][O:11][C:12](=[O:34])[C:13]1[CH:25]=[C:24]([C:26](=O)[C:27]2[CH:32]=[CH:31][CH:30]=[CH:29][CH:28]=2)[CH:23]=[C:15]([C:16]([N:18]([CH3:22])[CH2:19][CH2:20][CH3:21])=[O:17])[CH:14]=1.[CH2:35]([SH:39])[CH2:36][CH2:37][SH:38]. Product: [CH3:10][O:11][C:12](=[O:34])[C:13]1[CH:25]=[C:24]([C:26]2([C:27]3[CH:32]=[CH:31][CH:30]=[CH:29][CH:28]=3)[S:39][CH2:35][CH2:36][CH2:37][S:38]2)[CH:23]=[C:15]([C:16]([N:18]([CH3:22])[CH2:19][CH2:20][CH3:21])=[O:17])[CH:14]=1. The catalyst class is: 4. (3) Reactant: [N:1]1([C:7]2[N:8]=[C:9]([CH2:14][C:15]([O-:17])=O)[NH:10][C:11](=[O:13])[CH:12]=2)[CH2:6][CH2:5][O:4][CH2:3][CH2:2]1.[Na+].[NH:19]1[C:27]2[C:22](=[CH:23][CH:24]=[CH:25][CH:26]=2)[CH2:21][CH:20]1[CH2:28][OH:29].Cl.CN(C)CCCN=C=NCC. Product: [OH:29][CH2:28][CH:20]1[CH2:21][C:22]2[C:27](=[CH:26][CH:25]=[CH:24][CH:23]=2)[N:19]1[C:15](=[O:17])[CH2:14][C:9]1[NH:10][C:11](=[O:13])[CH:12]=[C:7]([N:1]2[CH2:2][CH2:3][O:4][CH2:5][CH2:6]2)[N:8]=1. The catalyst class is: 672. (4) Reactant: [O:1]1[C@H:3]([C@@H:4]([O:11][C:12]2[CH:17]=[CH:16][CH:15]=[CH:14][C:13]=2[O:18][CH2:19][CH3:20])[C:5]2[CH:10]=[CH:9][CH:8]=[CH:7][CH:6]=2)[CH2:2]1.CO.[OH-].[NH4+:24].[Na+].[Cl-]. Product: [CH2:19]([O:18][C:13]1[CH:14]=[CH:15][CH:16]=[CH:17][C:12]=1[O:11][C@@H:4]([C:5]1[CH:10]=[CH:9][CH:8]=[CH:7][CH:6]=1)[C@@H:3]([OH:1])[CH2:2][NH2:24])[CH3:20]. The catalyst class is: 2. (5) Reactant: [CH:1]1([NH2:4])[CH2:3][CH2:2]1.C(N(CC)CC)C.[Cl-].ClC1N(C)CC[NH+]1C.[CH3:21][O:22][C:23]1[C:24](=[O:51])[C:25]([CH3:50])=[C:26]([CH2:32][C:33]2[CH:34]=[CH:35][C:36]([O:42][CH2:43][C:44]3[CH:45]=[N:46][CH:47]=[CH:48][CH:49]=3)=[C:37]([CH:41]=2)[C:38](O)=[O:39])[C:27](=[O:31])[C:28]=1[O:29][CH3:30]. Product: [CH:1]1([NH:4][C:38](=[O:39])[C:37]2[CH:41]=[C:33]([CH2:32][C:26]3[C:27](=[O:31])[C:28]([O:29][CH3:30])=[C:23]([O:22][CH3:21])[C:24](=[O:51])[C:25]=3[CH3:50])[CH:34]=[CH:35][C:36]=2[O:42][CH2:43][C:44]2[CH:45]=[N:46][CH:47]=[CH:48][CH:49]=2)[CH2:3][CH2:2]1. The catalyst class is: 2. (6) Reactant: [NH2:1][C:2]1[CH:10]=[CH:9][C:8]([O:11][CH3:12])=[CH:7][C:3]=1[C:4]([NH2:6])=[O:5].N1C=CC=CC=1.[N+:19]([C:22]1[CH:23]=[C:24]([CH:28]=[CH:29][CH:30]=1)[C:25](Cl)=[O:26])([O-:21])=[O:20]. Product: [CH3:12][O:11][C:8]1[CH:9]=[CH:10][C:2]([NH:1][C:25](=[O:26])[C:24]2[CH:28]=[CH:29][CH:30]=[C:22]([N+:19]([O-:21])=[O:20])[CH:23]=2)=[C:3]([CH:7]=1)[C:4]([NH2:6])=[O:5]. The catalyst class is: 22. (7) Reactant: [OH-].[K+].C([O:5][C:6]([C:8]1[CH:9]=[N:10][N:11]([CH2:31][CH3:32])[C:12]=1[C:13](=[O:30])[NH:14][C:15]1[CH:20]=[CH:19][N:18]2[CH:21]=[C:22]([C:24]3[CH:29]=[CH:28][CH:27]=[CH:26][CH:25]=3)[N:23]=[C:17]2[CH:16]=1)=[O:7])C. Product: [CH2:31]([N:11]1[C:12]([C:13](=[O:30])[NH:14][C:15]2[CH:20]=[CH:19][N:18]3[CH:21]=[C:22]([C:24]4[CH:29]=[CH:28][CH:27]=[CH:26][CH:25]=4)[N:23]=[C:17]3[CH:16]=2)=[C:8]([C:6]([OH:7])=[O:5])[CH:9]=[N:10]1)[CH3:32]. The catalyst class is: 8. (8) Reactant: C(N(CC)CC)C.[CH3:8][O:9][C:10]([C:12]1[N:13]=[CH:14][NH:15][CH:16]=1)=[O:11].[C:17]1([C:23](Cl)([C:30]2[CH:35]=[CH:34][CH:33]=[CH:32][CH:31]=2)[C:24]2[CH:29]=[CH:28][CH:27]=[CH:26][CH:25]=2)[CH:22]=[CH:21][CH:20]=[CH:19][CH:18]=1. Product: [CH3:8][O:9][C:10]([C:12]1[N:13]=[CH:14][N:15]([C:23]([C:17]2[CH:22]=[CH:21][CH:20]=[CH:19][CH:18]=2)([C:30]2[CH:31]=[CH:32][CH:33]=[CH:34][CH:35]=2)[C:24]2[CH:25]=[CH:26][CH:27]=[CH:28][CH:29]=2)[CH:16]=1)=[O:11]. The catalyst class is: 10. (9) Reactant: C(OC(=O)[NH:10][C@@H:11]1[CH2:16][CH2:15][CH2:14][CH2:13][C@H:12]1[CH2:17][N:18]([CH2:20][CH2:21][CH2:22][C:23]1[CH:28]=[CH:27][C:26]([F:29])=[CH:25][CH:24]=1)[CH3:19])C1C=CC=CC=1. Product: [F:29][C:26]1[CH:25]=[CH:24][C:23]([CH2:22][CH2:21][CH2:20][N:18]([CH2:17][C@@H:12]2[CH2:13][CH2:14][CH2:15][CH2:16][C@H:11]2[NH2:10])[CH3:19])=[CH:28][CH:27]=1. The catalyst class is: 105.